Dataset: Full USPTO retrosynthesis dataset with 1.9M reactions from patents (1976-2016). Task: Predict the reactants needed to synthesize the given product. The reactants are: Br[C:2]1[CH:3]=[C:4]([CH:8]([C:19]2[CH:24]=[CH:23][CH:22]=[CH:21][C:20]=2[CH3:25])[CH2:9][C:10]([C:12]2[CH:17]=[CH:16][N:15]=[C:14]([CH3:18])[CH:13]=2)=[O:11])[CH:5]=[CH:6][CH:7]=1.[CH3:26][O:27][C:28]([C:30]1[CH:35]=[CH:34][C:33](B(O)O)=[CH:32][CH:31]=1)=[O:29]. Given the product [CH3:26][O:27][C:28]([C:30]1[CH:35]=[CH:34][C:33]([C:6]2[CH:7]=[CH:2][CH:3]=[C:4]([CH:8]([C:19]3[CH:24]=[CH:23][CH:22]=[CH:21][C:20]=3[CH3:25])[CH2:9][C:10]([C:12]3[CH:17]=[CH:16][N:15]=[C:14]([CH3:18])[CH:13]=3)=[O:11])[CH:5]=2)=[CH:32][CH:31]=1)=[O:29], predict the reactants needed to synthesize it.